Dataset: Full USPTO retrosynthesis dataset with 1.9M reactions from patents (1976-2016). Task: Predict the reactants needed to synthesize the given product. (1) Given the product [CH3:37][O:36][C:33]1[CH:34]=[CH:35][C:30]([C:27]2[CH:28]=[CH:29][C:24]([S:21]([N:19]([CH3:20])[C:5]3([C:3]([OH:4])=[O:2])[CH2:10][CH2:9][N:8]([C:11]([N:13]4[CH2:14][CH2:15][O:16][CH2:17][CH2:18]4)=[O:12])[CH2:7][CH2:6]3)(=[O:23])=[O:22])=[CH:25][CH:26]=2)=[CH:31][CH:32]=1, predict the reactants needed to synthesize it. The reactants are: C[O:2][C:3]([C:5]1([N:19]([S:21]([C:24]2[CH:29]=[CH:28][C:27]([C:30]3[CH:35]=[CH:34][C:33]([O:36][CH3:37])=[CH:32][CH:31]=3)=[CH:26][CH:25]=2)(=[O:23])=[O:22])[CH3:20])[CH2:10][CH2:9][N:8]([C:11]([N:13]2[CH2:18][CH2:17][O:16][CH2:15][CH2:14]2)=[O:12])[CH2:7][CH2:6]1)=[O:4].COC(C1(NS(C2C=CC(C3C=CC(OC)=CC=3)=CC=2)(=O)=O)CCN(C(N2CCOCC2)=O)CC1)=O.C(=O)([O-])[O-].[Cs+].[Cs+].IC. (2) Given the product [CH3:1][N:2]1[C:6]([CH3:7])=[C:5]([CH2:8][N:9]2[CH2:10][CH2:11][N:12]([C:15]3[C:20]([C:21]4[CH:22]=[CH:23][C:24]([CH2:25][NH:26][C:30]([NH:29][CH2:32][CH3:33])=[O:31])=[CH:27][CH:28]=4)=[N:19][CH:18]=[CH:17][N:16]=3)[CH2:13][CH2:14]2)[CH:4]=[N:3]1, predict the reactants needed to synthesize it. The reactants are: [CH3:1][N:2]1[C:6]([CH3:7])=[C:5]([CH2:8][N:9]2[CH2:14][CH2:13][N:12]([C:15]3[C:20]([C:21]4[CH:28]=[CH:27][C:24]([CH2:25][NH2:26])=[CH:23][CH:22]=4)=[N:19][CH:18]=[CH:17][N:16]=3)[CH2:11][CH2:10]2)[CH:4]=[N:3]1.[N:29]([CH2:32][CH3:33])=[C:30]=[O:31]. (3) The reactants are: [N:1]1[CH:6]=[CH:5][C:4]([CH2:7][C:8]([O:10][CH2:11][CH3:12])=[O:9])=[CH:3][CH:2]=1.ClC1C=CC=C(C(OO)=[O:21])C=1.C(=O)(O)[O-].[Na+]. Given the product [O-:21][N+:1]1[CH:6]=[CH:5][C:4]([CH2:7][C:8]([O:10][CH2:11][CH3:12])=[O:9])=[CH:3][CH:2]=1, predict the reactants needed to synthesize it. (4) Given the product [Cl:19][C:20]1[CH:21]=[C:22]([C:2]2[C:10]3[N:9]4[CH2:11][CH2:12][CH2:13][NH:14][C:15](=[O:16])[C:8]4=[CH:7][C:6]=3[CH:5]=[C:4]([C:17]#[N:18])[CH:3]=2)[CH:23]=[CH:24][C:25]=1[Cl:26], predict the reactants needed to synthesize it. The reactants are: Br[C:2]1[C:10]2[N:9]3[CH2:11][CH2:12][CH2:13][NH:14][C:15](=[O:16])[C:8]3=[CH:7][C:6]=2[CH:5]=[C:4]([C:17]#[N:18])[CH:3]=1.[Cl:19][C:20]1[CH:21]=[C:22](B(O)O)[CH:23]=[CH:24][C:25]=1[Cl:26]. (5) Given the product [CH2:30]([O:29][C:18]1[C:19]([CH:26]([CH3:28])[CH3:27])=[CH:20][C:21]([CH:23]([CH3:24])[CH3:25])=[CH:22][C:17]=1[C:16]1[C:10]2[CH:9]=[C:8]([C:6]([CH3:7])=[CH:5][C:4]([OH:34])=[O:3])[S:12][C:11]=2[CH:13]=[CH:14][CH:15]=1)[CH2:31][CH2:32][CH3:33], predict the reactants needed to synthesize it. The reactants are: C([O:3][C:4](=[O:34])[CH:5]=[C:6]([C:8]1[S:12][C:11]2[CH:13]=[CH:14][CH:15]=[C:16]([C:17]3[CH:22]=[C:21]([CH:23]([CH3:25])[CH3:24])[CH:20]=[C:19]([CH:26]([CH3:28])[CH3:27])[C:18]=3[O:29][CH2:30][CH2:31][CH2:32][CH3:33])[C:10]=2[CH:9]=1)[CH3:7])C.C1COCC1.[Li+].[OH-]. (6) Given the product [C:1]([O:5][C:6]([N:8]1[CH2:12][CH2:11][CH:10]([NH:13][C:14](=[O:16])[CH3:15])[CH2:9]1)=[O:7])([CH3:4])([CH3:2])[CH3:3], predict the reactants needed to synthesize it. The reactants are: [C:1]([O:5][C:6]([N:8]1[CH2:12][CH2:11][CH:10]([NH2:13])[CH2:9]1)=[O:7])([CH3:4])([CH3:3])[CH3:2].[C:14](OC(=O)C)(=[O:16])[CH3:15].C(N(CC)CC)C. (7) The reactants are: C([N:8]1[CH2:13][CH2:12][CH:11]([N:14]2[CH2:19][C:18]3[CH:20]=[CH:21][CH:22]=[CH:23][C:17]=3[NH:16][S:15]2(=[O:25])=[O:24])[CH2:10][CH2:9]1)C1C=CC=CC=1. Given the product [NH:8]1[CH2:9][CH2:10][CH:11]([N:14]2[CH2:19][C:18]3[CH:20]=[CH:21][CH:22]=[CH:23][C:17]=3[NH:16][S:15]2(=[O:25])=[O:24])[CH2:12][CH2:13]1, predict the reactants needed to synthesize it.